From a dataset of Reaction yield outcomes from USPTO patents with 853,638 reactions. Predict the reaction yield, written as a fraction of the theoretical maximum amount of product (1.0 means a 100% yield; for example, 0.34 means a 34% yield). (1) The reactants are [C:1]([C:3]1[C:4]([CH3:14])=[CH:5][C:6](C(O)=O)=[N:7][C:8]=1[O:9][CH3:10])#[N:2].C([N:17]([CH2:20]C)CC)C.C1C=CC(P(N=[N+]=[N-])(C2C=CC=CC=2)=[O:29])=CC=1.[C:39]([OH:43])([CH3:42])([CH3:41])[CH3:40]. No catalyst specified. The product is [C:39]([O:43][C:20](=[O:29])[NH:17][C:6]1[CH:5]=[C:4]([CH3:14])[C:3]([C:1]#[N:2])=[C:8]([O:9][CH3:10])[N:7]=1)([CH3:42])([CH3:41])[CH3:40]. The yield is 0.594. (2) The product is [CH3:25][O:24][C:21]1[CH:22]=[CH:23][C:18]([CH2:17][N:16]([CH2:26][C:27]2[CH:32]=[CH:31][C:30]([O:33][CH3:34])=[CH:29][CH:28]=2)[C:11]2[N:12]=[C:13]([CH3:15])[N:14]=[C:9]([C:4]3[CH:3]=[C:2]([CH2:48][N:45]4[CH2:46][CH2:47][N:42]([C:40]([O:39][C:35]([CH3:38])([CH3:37])[CH3:36])=[O:41])[CH2:43][C@@H:44]4[CH3:53])[CH:7]=[N:6][C:5]=3[F:8])[N:10]=2)=[CH:19][CH:20]=1. The reactants are Cl[C:2]1[CH:3]=[C:4]([C:9]2[N:14]=[C:13]([CH3:15])[N:12]=[C:11]([N:16]([CH2:26][C:27]3[CH:32]=[CH:31][C:30]([O:33][CH3:34])=[CH:29][CH:28]=3)[CH2:17][C:18]3[CH:23]=[CH:22][C:21]([O:24][CH3:25])=[CH:20][CH:19]=3)[N:10]=2)[C:5]([F:8])=[N:6][CH:7]=1.[C:35]([O:39][C:40]([N:42]1[CH2:47][CH2:46][N:45]([CH2:48][B-](F)(F)F)[C@@H:44]([CH3:53])[CH2:43]1)=[O:41])([CH3:38])([CH3:37])[CH3:36].[K+].C1(P(C2CCCCC2)C2C=CC=CC=2C2C(C(C)C)=CC(C(C)C)=CC=2C(C)C)CCCCC1.C(=O)([O-])[O-].[Cs+].[Cs+]. The yield is 0.840. The catalyst is C1COCC1.O.C(O[Pd]OC(=O)C)(=O)C. (3) The reactants are [O:1]1CCO[CH:2]1[C:6]([C:38]1[CH:43]=[CH:42][CH:41]=[CH:40][CH:39]=1)([C:32]1[CH:37]=[CH:36][CH:35]=[CH:34][CH:33]=1)[CH2:7][NH:8][C:9](=[O:31])[C:10]1[C:15]([F:16])=[C:14]([S:17][C:18]2[S:22][C:21]([NH:23][C:24]3[CH:29]=[C:28]([CH3:30])[CH:27]=[CH:26][N:25]=3)=[N:20][CH:19]=2)[CH:13]=[CH:12][N:11]=1.C(=O)(O)[O-].[Na+]. The catalyst is CC(C)=O.O.C1COCC1.Cl. The product is [F:16][C:15]1[C:10]([C:9]([NH:8][CH2:7][C:6]([C:32]2[CH:33]=[CH:34][CH:35]=[CH:36][CH:37]=2)([C:38]2[CH:39]=[CH:40][CH:41]=[CH:42][CH:43]=2)[CH:2]=[O:1])=[O:31])=[N:11][CH:12]=[CH:13][C:14]=1[S:17][C:18]1[S:22][C:21]([NH:23][C:24]2[CH:29]=[C:28]([CH3:30])[CH:27]=[CH:26][N:25]=2)=[N:20][CH:19]=1. The yield is 1.00. (4) The reactants are [C:1]([C:5]1[CH:10]=[CH:9][C:8](B(O)O)=[C:7]([F:14])[C:6]=1[O:15][Si](C(C)(C)C)(C)C)([CH3:4])([CH3:3])[CH3:2].[NH2:23][C:24]1[CH:29]=[N:28][C:27](Br)=[CH:26][N:25]=1. No catalyst specified. The product is [NH2:23][C:24]1[N:25]=[CH:26][C:27]([C:8]2[C:7]([F:14])=[C:6]([OH:15])[C:5]([C:1]([CH3:2])([CH3:3])[CH3:4])=[CH:10][CH:9]=2)=[N:28][CH:29]=1. The yield is 0.780. (5) The reactants are [S:1]1[CH:5]=[CH:4][C:3]([CH:6]=[O:7])=[CH:2]1.[OH-].[K+].[N+:10]([CH2:12][C:13]([N:15]1[CH2:20][CH2:19][CH2:18][CH2:17][CH2:16]1)=[O:14])#[C-:11]. The catalyst is CO. The product is [S:1]1[CH:5]=[CH:4][C:3]([C@@H:6]2[O:7][CH:11]=[N:10][C@H:12]2[C:13]([N:15]2[CH2:20][CH2:19][CH2:18][CH2:17][CH2:16]2)=[O:14])=[CH:2]1. The yield is 0.990.